Dataset: Catalyst prediction with 721,799 reactions and 888 catalyst types from USPTO. Task: Predict which catalyst facilitates the given reaction. (1) The catalyst class is: 7. Product: [Cl:16][C:17]1[CH:22]=[C:21]([Cl:23])[CH:20]=[CH:19][C:18]=1[CH2:24][C:25]([NH:1][C:2]1[CH:11]=[C:10]([C:12]([O:14][CH3:15])=[O:13])[CH:9]=[CH:8][C:3]=1[C:4]([O:6][CH3:7])=[O:5])=[O:26]. Reactant: [NH2:1][C:2]1[CH:11]=[C:10]([C:12]([O:14][CH3:15])=[O:13])[CH:9]=[CH:8][C:3]=1[C:4]([O:6][CH3:7])=[O:5].[Cl:16][C:17]1[CH:22]=[C:21]([Cl:23])[CH:20]=[CH:19][C:18]=1[CH2:24][C:25](O)=[O:26].C1(N=C=NC2CCCCC2)CCCCC1. (2) The catalyst class is: 73. Reactant: Br[C:2]1[CH:7]=[CH:6][C:5]([Br:8])=[CH:4][N:3]=1.CN[C:11]1[CH:12]=[C:13](B(O)O)[CH:14]=[CH:15][CH:16]=1.O.[CH3:21][N:22](C)C=O. Product: [Br:8][C:5]1[CH:6]=[CH:7][C:2]([C:15]2[CH:14]=[C:13]([CH2:21][NH2:22])[CH:12]=[CH:11][CH:16]=2)=[N:3][CH:4]=1. (3) Reactant: [CH3:1][C:2]1([CH3:12])[O:6][C@@H:5]([CH2:7][C:8]([OH:10])=[O:9])[C:4](=[O:11])[O:3]1.C(O)(=O)[C@H](CC(O)=O)O.N1C=CN=C1.[Si:27](Cl)([C:30]([CH3:33])([CH3:32])[CH3:31])([CH3:29])[CH3:28]. Product: [CH3:1][C:2]1([CH3:12])[O:6][CH:5]([CH2:7][C:8]([O:10][Si:27]([C:30]([CH3:33])([CH3:32])[CH3:31])([CH3:29])[CH3:28])=[O:9])[C:4](=[O:11])[O:3]1. The catalyst class is: 885. (4) Reactant: C(OC([N:8]1[CH2:26][CH2:25][C:11]2([CH2:15][N:14]([C:16](=[O:24])[NH:17][C:18]3[CH:19]=[N:20][CH:21]=[CH:22][CH:23]=3)[CH2:13][CH2:12]2)[CH2:10][CH2:9]1)=O)(C)(C)C.[ClH:27].O1CCOCC1. Product: [ClH:27].[N:20]1[CH:21]=[CH:22][CH:23]=[C:18]([NH:17][C:16]([N:14]2[CH2:13][CH2:12][C:11]3([CH2:25][CH2:26][NH:8][CH2:9][CH2:10]3)[CH2:15]2)=[O:24])[CH:19]=1. The catalyst class is: 2.